From a dataset of SARS-CoV-2 main protease (3CLPro) crystallographic fragment screen with 879 compounds. Binary Classification. Given a drug SMILES string, predict its activity (active/inactive) in a high-throughput screening assay against a specified biological target. (1) The result is 0 (inactive). The molecule is Ic1cncnc1. (2) The drug is COC(=O)c1ccc(S(N)(=O)=O)cc1. The result is 1 (active). (3) The drug is Cc1nsc(N2CCCNCC2)n1. The result is 0 (inactive). (4) The compound is CC(=O)N1Cc2ccc(N)cc2C1. The result is 0 (inactive). (5) The drug is CCOc1ccc(C(N)=O)cn1. The result is 0 (inactive).